This data is from Forward reaction prediction with 1.9M reactions from USPTO patents (1976-2016). The task is: Predict the product of the given reaction. (1) Given the reactants [C:1]([OH:5])(=[O:4])[CH:2]=[CH2:3].[NH2:6][C:7]1[CH:8]=[C:9]([C:13]([F:16])([F:15])[F:14])[CH:10]=[CH:11][CH:12]=1.[OH-].[Na+], predict the reaction product. The product is: [F:14][C:13]([F:15])([F:16])[C:9]1[CH:8]=[C:7]([NH:6][CH2:3][CH2:2][C:1]([OH:5])=[O:4])[CH:12]=[CH:11][CH:10]=1. (2) Given the reactants [C@H:1]1([C:7]([OH:9])=[O:8])[CH2:6][CH2:5][CH:4]=[CH:3][CH2:2]1.[Br:10]N1C(C)(C)C(=O)N(Br)C1=O.[OH-].[Ca+2].[OH-].O, predict the reaction product. The product is: [Br:10][C@@H:4]1[C@@H:5]2[CH2:6][C@@H:1]([C:7](=[O:9])[O:8]2)[CH2:2][CH2:3]1. (3) Given the reactants [C:1]([C:5]1[S:9][C:8]([NH2:10])=[N:7][N:6]=1)([CH3:4])([CH3:3])[CH3:2].[Li].[CH2:12]([O:19][C:20]([NH:22][CH2:23][C@H:24]([NH:30][C:31](=[O:36])[CH2:32][C:33](O)=[O:34])[C@@H:25]([OH:29])[C:26]#[C:27][CH3:28])=[O:21])[C:13]1[CH:18]=[CH:17][CH:16]=[CH:15][CH:14]=1.C(N(CC)C(C)C)(C)C.CN(C(ON1N=NC2C=CC=NC1=2)=[N+](C)C)C.F[P-](F)(F)(F)(F)F, predict the reaction product. The product is: [CH2:12]([O:19][C:20](=[O:21])[NH:22][CH2:23][C@H:24]([NH:30][C:31](=[O:36])[CH2:32][C:33](=[O:34])[NH:10][C:8]1[S:9][C:5]([C:1]([CH3:4])([CH3:3])[CH3:2])=[N:6][N:7]=1)[C@@H:25]([OH:29])[C:26]#[C:27][CH3:28])[C:13]1[CH:18]=[CH:17][CH:16]=[CH:15][CH:14]=1. (4) Given the reactants Br[C:2]1[CH:3]=[CH:4][C:5]2[N:9]=[CH:8][NH:7][C:6]=2[C:10]=1[CH3:11].C([O-])(O)=O.[Na+].CCOC(C)=O.[CH3:23][N:24](C=O)C, predict the reaction product. The product is: [CH3:11][C:10]1[C:6]2[NH:7][CH:8]=[N:9][C:5]=2[CH:4]=[CH:3][C:2]=1[C:23]#[N:24]. (5) Given the reactants Br[C:2]1[CH:3]=[N:4][C:5]2[N:6]([CH:8]=[C:9]([CH2:11][O:12][C:13]3[CH:18]=[CH:17][CH:16]=[C:15]([F:19])[CH:14]=3)[N:10]=2)[CH:7]=1.[F:20][C:21]1[CH:22]=[CH:23][C:24](B(O)O)=[N:25][CH:26]=1, predict the reaction product. The product is: [F:19][C:15]1[CH:14]=[C:13]([CH:18]=[CH:17][CH:16]=1)[O:12][CH2:11][C:9]1[N:10]=[C:5]2[N:4]=[CH:3][C:2]([C:24]3[CH:23]=[CH:22][C:21]([F:20])=[CH:26][N:25]=3)=[CH:7][N:6]2[CH:8]=1. (6) Given the reactants [NH2:1][C:2]1[C:7]([OH:8])=[C:6]([NH2:9])[N:5]=[C:4]([C:10]2[C:14]([CH3:15])=[C:13]([CH:16]3[CH2:18][CH2:17]3)[N:12]([CH2:19][C:20]3[C:25]([F:26])=[CH:24][C:23]([O:27][CH2:28][CH3:29])=[CH:22][C:21]=3[F:30])[N:11]=2)[N:3]=1.C(=O)([O-])[O-].[Cs+].[Cs+].Br[CH2:38][C:39]([O:41][C:42]([CH3:45])([CH3:44])[CH3:43])=[O:40], predict the reaction product. The product is: [NH2:1][C:2]1[C:7]([O:8][CH2:38][C:39]([O:41][C:42]([CH3:45])([CH3:44])[CH3:43])=[O:40])=[C:6]([NH2:9])[N:5]=[C:4]([C:10]2[C:14]([CH3:15])=[C:13]([CH:16]3[CH2:18][CH2:17]3)[N:12]([CH2:19][C:20]3[C:21]([F:30])=[CH:22][C:23]([O:27][CH2:28][CH3:29])=[CH:24][C:25]=3[F:26])[N:11]=2)[N:3]=1. (7) Given the reactants [O-]P([O-])([O-])=O.[K+].[K+].[K+].Br[C:10]1[CH:11]=[C:12]([C:16]2[N:20]([CH3:21])[N:19]=[C:18]([C:22]([N:24]3[CH2:28][CH2:27][CH:26]([N:29]([CH2:32][CH3:33])[CH2:30][CH3:31])[CH2:25]3)=[O:23])[C:17]=2[CH3:34])[CH:13]=[CH:14][CH:15]=1.[Cl:35][C:36]1[CH:37]=[C:38](B(O)O)[CH:39]=[CH:40][CH:41]=1, predict the reaction product. The product is: [Cl:35][C:36]1[CH:41]=[C:40]([C:10]2[CH:15]=[CH:14][CH:13]=[C:12]([C:16]3[N:20]([CH3:21])[N:19]=[C:18]([C:22]([N:24]4[CH2:28][CH2:27][CH:26]([N:29]([CH2:30][CH3:31])[CH2:32][CH3:33])[CH2:25]4)=[O:23])[C:17]=3[CH3:34])[CH:11]=2)[CH:39]=[CH:38][CH:37]=1. (8) Given the reactants [Cl:1][C:2]1[CH:3]=[C:4]([CH:7]=[CH:8][C:9]=1F)[CH:5]=[O:6].[F:11][C:12]1[CH:13]=[C:14]([OH:19])[CH:15]=[CH:16][C:17]=1[F:18], predict the reaction product. The product is: [Cl:1][C:2]1[CH:3]=[C:4]([CH:7]=[CH:8][C:9]=1[O:19][C:14]1[CH:15]=[CH:16][C:17]([F:18])=[C:12]([F:11])[CH:13]=1)[CH:5]=[O:6]. (9) The product is: [Br:1][C:2]1[CH:14]=[C:13]2[C:5]([C:6]3[C:7](=[O:34])[C:8]4[CH:20]=[CH:19][C:18]([O:21][CH:22]5[CH2:27][CH2:26][NH:25][CH2:24][CH2:23]5)=[CH:17][C:9]=4[C:10]([CH3:16])([CH3:15])[C:11]=3[NH:12]2)=[CH:4][CH:3]=1. Given the reactants [Br:1][C:2]1[CH:14]=[C:13]2[C:5]([C:6]3[C:7](=[O:34])[C:8]4[CH:20]=[CH:19][C:18]([O:21][CH:22]5[CH2:27][CH2:26][N:25](C(=O)C(F)(F)F)[CH2:24][CH2:23]5)=[CH:17][C:9]=4[C:10]([CH3:16])([CH3:15])[C:11]=3[NH:12]2)=[CH:4][CH:3]=1.[OH-].[K+].O, predict the reaction product. (10) Given the reactants [F:1][C:2]1[CH:3]=[C:4]([C@H:9]2[CH2:14][C@@H:13]([CH2:15]OS(C)(=O)=O)[CH2:12][CH2:11][N:10]2[C:21]([O:23][CH2:24][C:25]2[CH:30]=[CH:29][CH:28]=[CH:27][CH:26]=2)=[O:22])[CH:5]=[CH:6][C:7]=1[F:8].[F-:31].[Cs+], predict the reaction product. The product is: [F:1][C:2]1[CH:3]=[C:4]([C@H:9]2[CH2:14][C@@H:13]([CH2:15][F:31])[CH2:12][CH2:11][N:10]2[C:21]([O:23][CH2:24][C:25]2[CH:30]=[CH:29][CH:28]=[CH:27][CH:26]=2)=[O:22])[CH:5]=[CH:6][C:7]=1[F:8].